From a dataset of Catalyst prediction with 721,799 reactions and 888 catalyst types from USPTO. Predict which catalyst facilitates the given reaction. (1) Reactant: C([O:4][CH2:5][CH2:6][C:7]1[CH:8]=[CH:9][CH:10]=[C:11]2[C:15]=1[NH:14][CH:13]=[C:12]2[C:16](=[O:34])[CH:17]([C:27]1[CH:28]=[N:29][CH:30]=[C:31]([F:33])[CH:32]=1)[NH:18][C:19]1[CH:20]=[N:21][CH:22]=[C:23]([O:25][CH3:26])[CH:24]=1)(=O)C.C(=O)([O-])[O-].[K+].[K+]. Product: [F:33][C:31]1[CH:32]=[C:27]([CH:17]([NH:18][C:19]2[CH:20]=[N:21][CH:22]=[C:23]([O:25][CH3:26])[CH:24]=2)[C:16]([C:12]2[C:11]3[C:15](=[C:7]([CH2:6][CH2:5][OH:4])[CH:8]=[CH:9][CH:10]=3)[NH:14][CH:13]=2)=[O:34])[CH:28]=[N:29][CH:30]=1. The catalyst class is: 36. (2) Reactant: N#N.Br[C:4]1[S:8][C:7]([CH2:9][C:10]#[N:11])=[CH:6][CH:5]=1.CC1(C)C(C)(C)OB([C:20]2[CH:25]=[CH:24][CH:23]=[CH:22][C:21]=2[NH2:26])O1. Product: [NH2:26][C:21]1[CH:22]=[CH:23][CH:24]=[CH:25][C:20]=1[C:4]1[S:8][C:7]([CH2:9][C:10]#[N:11])=[CH:6][CH:5]=1. The catalyst class is: 837. (3) Reactant: [OH:1][C:2]1[CH:27]=[CH:26][C:5]2[N:6]([CH:19]([CH2:24][CH3:25])[C:20]([O:22]C)=[O:21])[C:7](=[N:9][C:10](=[O:18])[C:11]3[CH:16]=[CH:15][C:14]([CH3:17])=[CH:13][CH:12]=3)[S:8][C:4]=2[CH:3]=1.O1CCCC1.[OH-].[Na+]. Product: [OH:1][C:2]1[CH:27]=[CH:26][C:5]2[N:6]([CH:19]([CH2:24][CH3:25])[C:20]([OH:22])=[O:21])[C:7](=[N:9][C:10](=[O:18])[C:11]3[CH:12]=[CH:13][C:14]([CH3:17])=[CH:15][CH:16]=3)[S:8][C:4]=2[CH:3]=1. The catalyst class is: 5. (4) Reactant: [Na].C(O[C:5](=[O:23])[CH2:6][C@H:7]([C:15]1[CH:20]=[CH:19][C:18]([F:21])=[CH:17][C:16]=1[Br:22])[NH:8][C:9](=[O:14])[CH2:10][C:11](=[O:13])[CH3:12])C.C[O-].[Na+]. Product: [Br:22][C:16]1[CH:17]=[C:18]([F:21])[CH:19]=[CH:20][C:15]=1[C@@H:7]1[NH:8][C:9](=[O:14])/[C:10](=[C:11](/[OH:13])\[CH3:12])/[C:5](=[O:23])[CH2:6]1. The catalyst class is: 5. (5) Reactant: Cl[CH2:2][CH2:3][CH2:4][CH:5]([C:13]1[NH:17][N:16]=[C:15]([NH:18][C:19]2[CH:24]=[CH:23][C:22]([C:25]3[O:29][C:28]4=[CH:30][N:31]=[C:32]([CH3:33])[N:27]4[N:26]=3)=[CH:21][CH:20]=2)[N:14]=1)[C:6]1[CH:11]=[CH:10][C:9]([F:12])=[CH:8][CH:7]=1.[Na+].[I-].CCN(C(C)C)C(C)C. Product: [F:12][C:9]1[CH:8]=[CH:7][C:6]([CH:5]2[CH2:4][CH2:3][CH2:2][N:17]3[N:16]=[C:15]([NH:18][C:19]4[CH:20]=[CH:21][C:22]([C:25]5[O:29][C:28]6=[CH:30][N:31]=[C:32]([CH3:33])[N:27]6[N:26]=5)=[CH:23][CH:24]=4)[N:14]=[C:13]23)=[CH:11][CH:10]=1. The catalyst class is: 21. (6) Reactant: [O:1]1[CH2:5][CH2:4][CH:3]([NH2:6])[CH2:2]1.[N+:7]([C:10]1[CH:11]=[C:12]([CH:16]=[CH:17][CH:18]=1)[C:13](O)=[O:14])([O-:9])=[O:8].CCN=C=NCCCN(C)C.Cl. Product: [N+:7]([C:10]1[CH:11]=[C:12]([CH:16]=[CH:17][CH:18]=1)[C:13]([NH:6][CH:3]1[CH2:4][CH2:5][O:1][CH2:2]1)=[O:14])([O-:9])=[O:8]. The catalyst class is: 228. (7) Reactant: [CH2:1]([O:8][C:9]1[CH:10]=[C:11]([CH:13]=[CH:14][CH:15]=1)[NH2:12])[C:2]1[CH:7]=[CH:6][CH:5]=[CH:4][CH:3]=1.[CH3:16][C:17]1([CH3:25])[O:24][C:22](=[O:23])[CH2:21][C:19](=[O:20])[O:18]1.[CH:26]([O-])([O-])OCC. Product: [CH2:1]([O:8][C:9]1[CH:10]=[C:11](/[N:12]=[CH:26]/[CH:21]2[C:22](=[O:23])[O:24][C:17]([CH3:25])([CH3:16])[O:18][C:19]2=[O:20])[CH:13]=[CH:14][CH:15]=1)[C:2]1[CH:3]=[CH:4][CH:5]=[CH:6][CH:7]=1. The catalyst class is: 8. (8) Reactant: [CH3:1][C:2]([O:5][C:6]([NH:8][C:9]([CH3:14])([C:11]([OH:13])=O)[CH3:10])=[O:7])([CH3:4])[CH3:3].CN(C(ON1N=NC2C=CC=NC1=2)=[N+](C)C)C.F[P-](F)(F)(F)(F)F.[C:39]12([C:45]3[C:46]([O:50][C:51]4[N:56]=[CH:55][C:54]([NH2:57])=[CH:53][CH:52]=4)=[CH:47][CH:48]=[CH:49][C:44]=3[O:43][CH2:42]1)[CH2:41][CH2:40]2. Product: [CH3:14][C:9]([NH:8][C:6](=[O:7])[O:5][C:2]([CH3:1])([CH3:3])[CH3:4])([CH3:10])[C:11](=[O:13])[NH:57][C:54]1[CH:55]=[N:56][C:51]([O:50][C:46]2[C:45]3[C:39]4([CH2:42][O:43][C:44]=3[CH:49]=[CH:48][CH:47]=2)[CH2:41][CH2:40]4)=[CH:52][CH:53]=1. The catalyst class is: 9.